Dataset: Catalyst prediction with 721,799 reactions and 888 catalyst types from USPTO. Task: Predict which catalyst facilitates the given reaction. (1) Reactant: C([NH:4][C:5]1[N:9]([CH2:10][C:11]([O:13]CC)=[O:12])[N:8]=[C:7]([C:16]2[CH:17]=[N:18][CH:19]=[CH:20][CH:21]=2)[C:6]=1[C:22]#[C:23][C:24]1[CH:29]=[CH:28][CH:27]=[CH:26][CH:25]=1)(=O)C.[OH-].[Na+]. Product: [NH2:4][C:5]1[N:9]([CH2:10][C:11]([OH:13])=[O:12])[N:8]=[C:7]([C:16]2[CH:17]=[N:18][CH:19]=[CH:20][CH:21]=2)[C:6]=1[C:22]#[C:23][C:24]1[CH:29]=[CH:28][CH:27]=[CH:26][CH:25]=1. The catalyst class is: 8. (2) Reactant: [CH2:1]([C:3]1[S:4][C:5]([C:8](OCC)=[O:9])=[CH:6][N:7]=1)[CH3:2].[H-].[H-].[H-].[H-].[Li+].[Al+3]. Product: [CH2:1]([C:3]1[S:4][C:5]([CH2:8][OH:9])=[CH:6][N:7]=1)[CH3:2]. The catalyst class is: 1. (3) Reactant: [Br:1][C:2]1[CH:3]=[C:4]([CH:15]=[CH:16][CH:17]=1)[CH2:5][N:6]1[C:10]([CH3:11])=[N:9][C:8]([C:12]([NH2:14])=O)=[N:7]1.CCN(CC)CC.FC(F)(F)C(OC(=O)C(F)(F)F)=O. Product: [Br:1][C:2]1[CH:3]=[C:4]([CH:15]=[CH:16][CH:17]=1)[CH2:5][N:6]1[C:10]([CH3:11])=[N:9][C:8]([C:12]#[N:14])=[N:7]1. The catalyst class is: 2. (4) Reactant: [NH2:1][C:2]1[N:7]=[CH:6][C:5]([O:8][C:9]2[CH:10]=[CH:11][C:12]([F:25])=[C:13]([NH:15][C:16]([C:18]3[N:22]([CH3:23])[N:21]=[C:20]([CH3:24])[CH:19]=3)=[O:17])[CH:14]=2)=[CH:4][CH:3]=1.[N:26]([C:29]([O:31][CH2:32][CH3:33])=[O:30])=[C:27]=[S:28]. Product: [CH3:23][N:22]1[C:18]([C:16]([NH:15][C:13]2[CH:14]=[C:9]([CH:10]=[CH:11][C:12]=2[F:25])[O:8][C:5]2[CH:4]=[CH:3][C:2]([NH:1][C:27]([NH:26][C:29](=[O:30])[O:31][CH2:32][CH3:33])=[S:28])=[N:7][CH:6]=2)=[O:17])=[CH:19][C:20]([CH3:24])=[N:21]1. The catalyst class is: 58. (5) Reactant: [Cl:1][C:2]1[CH:24]=[CH:23][C:5]([CH2:6][NH:7][C:8]([C:10]2[C:11](=[O:22])[C:12]3[S:19][C:18]([CH2:20]Cl)=[CH:17][C:13]=3[N:14]([CH3:16])[CH:15]=2)=[O:9])=[CH:4][CH:3]=1.[OH:25][CH:26]([C:30]1[CH:35]=[CH:34][C:33]([NH:36][C:37](=[O:39])[CH3:38])=[CH:32][CH:31]=1)[CH2:27][NH:28][CH3:29].C(N(C(C)C)CC)(C)C. Product: [C:37]([NH:36][C:33]1[CH:34]=[CH:35][C:30]([CH:26]([OH:25])[CH2:27][N:28]([CH2:20][C:18]2[S:19][C:12]3[C:11](=[O:22])[C:10]([C:8]([NH:7][CH2:6][C:5]4[CH:23]=[CH:24][C:2]([Cl:1])=[CH:3][CH:4]=4)=[O:9])=[CH:15][N:14]([CH3:16])[C:13]=3[CH:17]=2)[CH3:29])=[CH:31][CH:32]=1)(=[O:39])[CH3:38]. The catalyst class is: 18. (6) Reactant: Br[C:2]1[C:6]2[CH:7]=[C:8]([C:11]3[CH:16]=[CH:15][CH:14]=[CH:13][CH:12]=3)[CH:9]=[CH:10][C:5]=2[S:4][C:3]=1[N+:17]([O-:19])=[O:18].[Cl:20][C:21]1[CH:22]=[C:23]([CH:25]=[CH:26][C:27]=1[F:28])[NH2:24]. Product: [Cl:20][C:21]1[CH:22]=[C:23]([NH:24][C:2]2[C:6]3[CH:7]=[C:8]([C:11]4[CH:16]=[CH:15][CH:14]=[CH:13][CH:12]=4)[CH:9]=[CH:10][C:5]=3[S:4][C:3]=2[N+:17]([O-:19])=[O:18])[CH:25]=[CH:26][C:27]=1[F:28]. The catalyst class is: 3. (7) Reactant: Br[C:2]1[CH:3]=[CH:4][C:5]2[N:9]=[C:8]([C@@H:10]3[CH2:18][C@H:17]4[C@H:12]([CH2:13][CH2:14][CH2:15][CH2:16]4)[N:11]3[C:19]([O:21][C:22]([CH3:25])([CH3:24])[CH3:23])=[O:20])[NH:7][C:6]=2[CH:26]=1.[B:27]1([B:27]2[O:31][C:30]([CH3:33])([CH3:32])[C:29]([CH3:35])([CH3:34])[O:28]2)[O:31][C:30]([CH3:33])([CH3:32])[C:29]([CH3:35])([CH3:34])[O:28]1.C([O-])(=O)C.[K+]. Product: [CH3:34][C:29]1([CH3:35])[C:30]([CH3:33])([CH3:32])[O:31][B:27]([C:2]2[CH:3]=[CH:4][C:5]3[N:9]=[C:8]([C@@H:10]4[CH2:18][C@H:17]5[C@H:12]([CH2:13][CH2:14][CH2:15][CH2:16]5)[N:11]4[C:19]([O:21][C:22]([CH3:25])([CH3:24])[CH3:23])=[O:20])[NH:7][C:6]=3[CH:26]=2)[O:28]1. The catalyst class is: 439. (8) Reactant: [NH2-].[Na+].C1([C@@:9]2([OH:19])[CH2:14][C@@H:13]3[C:15]([CH3:17])([CH3:16])[C@@:10]2([CH3:18])[CH2:11][CH2:12]3)C=CC=CC=1.ClCCN(C)C. Product: [C:10]12([CH3:18])[C:15]([CH3:17])([CH3:16])[CH:13]([CH2:12][CH2:11]1)[CH2:14][C:9]2=[O:19]. The catalyst class is: 12. (9) Product: [CH2:27]([O:26][C@H:14]1[C@H:13]([CH3:34])[O:12][C@@H:11]([O:35][C@@H:36]2[C@H:45]([O:46][CH2:47][C:48]3[CH:53]=[CH:52][CH:51]=[CH:50][CH:49]=3)[C@@H:44]([O:54][CH2:55][C:56]3[CH:57]=[CH:58][CH:59]=[CH:60][CH:61]=3)[C@H:43]([CH3:62])[O:42][C@H:37]2[O:38][CH2:39][CH:40]=[CH2:41])[C@H:10]([OH:9])[C@@H:15]1[O:16][CH2:17][C:18]1[CH:23]=[CH:22][C:21]([O:24][CH3:25])=[CH:20][CH:19]=1)[C:28]1[CH:33]=[CH:32][CH:31]=[CH:30][CH:29]=1. Reactant: C([O:9][C@@H:10]1[C@H:15]([O:16][CH2:17][C:18]2[CH:23]=[CH:22][C:21]([O:24][CH3:25])=[CH:20][CH:19]=2)[C@@H:14]([O:26][CH2:27][C:28]2[CH:33]=[CH:32][CH:31]=[CH:30][CH:29]=2)[C@H:13]([CH3:34])[O:12][C@H:11]1[O:35][C@@H:36]1[C@H:45]([O:46][CH2:47][C:48]2[CH:53]=[CH:52][CH:51]=[CH:50][CH:49]=2)[C@@H:44]([O:54][CH2:55][C:56]2[CH:61]=[CH:60][CH:59]=[CH:58][CH:57]=2)[C@H:43]([CH3:62])[O:42][C@H:37]1[O:38][CH2:39][CH:40]=[CH2:41])(=O)C1C=CC=CC=1.CO[Na]. The catalyst class is: 5.